From a dataset of Forward reaction prediction with 1.9M reactions from USPTO patents (1976-2016). Predict the product of the given reaction. (1) The product is: [OH:8][CH2:9][C@H:10]1[C@H:19]([CH3:20])[C@@H:18]([NH:21][C:22]2[CH:23]=[CH:24][CH:25]=[CH:26][CH:27]=2)[C:17]2[C:12](=[CH:13][CH:14]=[CH:15][CH:16]=2)[N:11]1[C:28](=[O:30])[CH3:29]. Given the reactants [Si]([O:8][CH2:9][C@H:10]1[C@H:19]([CH3:20])[C@@H:18]([NH:21][C:22]2[CH:27]=[CH:26][CH:25]=[CH:24][CH:23]=2)[C:17]2[C:12](=[CH:13][CH:14]=[CH:15][CH:16]=2)[N:11]1[C:28](=[O:30])[CH3:29])(C(C)(C)C)(C)C.CCCC[N+](CCCC)(CCCC)CCCC.[F-], predict the reaction product. (2) The product is: [NH2:8][C:5]1[CH:6]=[CH:7][C:2]([C:19]2[CH2:24][CH2:23][N:22]([C:25]([O:27][C:28]([CH3:31])([CH3:30])[CH3:29])=[O:26])[CH2:21][CH:20]=2)=[CH:3][C:4]=1[O:9][CH3:10]. Given the reactants Br[C:2]1[CH:7]=[CH:6][C:5]([NH2:8])=[C:4]([O:9][CH3:10])[CH:3]=1.CC1(C)C(C)(C)CB([C:19]2[CH2:24][CH2:23][N:22]([C:25]([O:27][C:28]([CH3:31])([CH3:30])[CH3:29])=[O:26])[CH2:21][CH:20]=2)C1.C(=O)([O-])[O-].[Na+].[Na+], predict the reaction product. (3) Given the reactants [NH:1]1[C:5]2[CH:6]=[CH:7][C:8]([CH2:10][OH:11])=[CH:9][C:4]=2[N:3]=[CH:2]1, predict the reaction product. The product is: [NH:1]1[C:5]2[CH:6]=[CH:7][C:8]([CH:10]=[O:11])=[CH:9][C:4]=2[N:3]=[CH:2]1. (4) Given the reactants [F:1][C:2]1[CH:20]=[CH:19][C:5]([C:6]([N:8]2[CH2:13][C:12]([CH3:15])([CH3:14])[CH2:11][CH:10]([C:16]([O-])=[O:17])[CH2:9]2)=[O:7])=[CH:4][CH:3]=1.[Li+].[CH:22]1[CH:27]=[N:26][C:25]2[N:28](O)N=[N:30][C:24]=2[CH:23]=1.CCN=C=NCCCN(C)C.Cl.ONC(C1NC=CC=1)=N.C(N(CC)CC)C, predict the reaction product. The product is: [CH3:14][C:12]1([CH3:15])[CH2:11][CH:10]([C:16]2[O:17][N:28]=[C:25]([C:24]3[NH:30][CH:27]=[CH:22][CH:23]=3)[N:26]=2)[CH2:9][N:8]([C:6]([C:5]2[CH:4]=[CH:3][C:2]([F:1])=[CH:20][CH:19]=2)=[O:7])[CH2:13]1. (5) Given the reactants [CH2:1]([N:8]1[C:12]2[CH:13]=[CH:14][CH:15]=[CH:16][C:11]=2[N:10]=[C:9]1[CH2:17]Cl)[C:2]1[CH:7]=[CH:6][CH:5]=[CH:4][CH:3]=1.[CH3:19][Si:20]([CH3:25])([CH3:24])[C:21]#[C:22][CH3:23], predict the reaction product. The product is: [CH2:1]([N:8]1[C:12]2[CH:13]=[CH:14][CH:15]=[CH:16][C:11]=2[N:10]=[C:9]1[CH2:17][CH2:23][C:22]#[C:21][Si:20]([CH3:25])([CH3:24])[CH3:19])[C:2]1[CH:7]=[CH:6][CH:5]=[CH:4][CH:3]=1.